From a dataset of Reaction yield outcomes from USPTO patents with 853,638 reactions. Predict the reaction yield, written as a fraction of the theoretical maximum amount of product (1.0 means a 100% yield; for example, 0.34 means a 34% yield). (1) The reactants are N(C(C)C)C(C)C.[Li]CCCC.[Br:13][C:14]1[C:15]([C:19]([OH:21])=[O:20])=[CH:16][S:17][CH:18]=1.CN(P(N(C)C)(N(C)C)=O)C.CN([CH:36]=[O:37])C. The catalyst is C1COCC1. The product is [Br:13][C:14]1[C:15]([C:19]([OH:21])=[O:20])=[C:16]([CH:36]=[O:37])[S:17][CH:18]=1. The yield is 0.602. (2) The reactants are Br[C:2]1[CH:3]=[C:4]2[C:8](=[N:9][CH:10]=1)[NH:7][C:6](=[O:11])[CH2:5]2.C(N([CH2:17][CH3:18])CC)C.[C]=O.[CH3:21][OH:22].CS(C)=[O:25]. The catalyst is C(O)C.C(OCC)C.C([O-])(=O)C.[Pd+2].C([O-])(=O)C. The product is [C:21]([C:2]1[CH:3]=[C:4]2[C:8](=[N:9][CH:10]=1)[NH:7][C:6](=[O:11])[CH2:5]2)([O:25][CH2:17][CH3:18])=[O:22]. The yield is 0.257. (3) The reactants are CO[C:3]([C:5]1[S:9][C:8]([CH2:10][CH2:11][C:12]2[C:13]([CH2:18][CH2:19][CH2:20][CH3:21])=[N:14][O:15][C:16]=2[CH3:17])=[N:7][CH:6]=1)=[O:4].[NH2:22][C@H:23]([CH2:25][OH:26])[CH3:24]. No catalyst specified. The product is [OH:26][CH2:25][C@@H:23]([NH:22][C:3]([C:5]1[S:9][C:8]([CH2:10][CH2:11][C:12]2[C:13]([CH2:18][CH2:19][CH2:20][CH3:21])=[N:14][O:15][C:16]=2[CH3:17])=[N:7][CH:6]=1)=[O:4])[CH3:24]. The yield is 0.810. (4) The reactants are Br[C:2]1[CH:7]=[CH:6][C:5]([N+:8]([O-:10])=[O:9])=[CH:4][C:3]=1[C:11]([F:14])([F:13])[F:12].[CH2:15]([OH:19])[CH2:16][C:17]#[CH:18].C(=O)([O-])[O-].[Cs+].[Cs+].[Cl-].[NH4+]. The catalyst is O1CCOCC1.[Cu](I)I.C([O-])(=O)C.[Pd+2].C([O-])(=O)C. The product is [N+:8]([C:5]1[CH:6]=[CH:7][C:2]([C:18]#[C:17][CH2:16][CH2:15][OH:19])=[C:3]([C:11]([F:14])([F:13])[F:12])[CH:4]=1)([O-:10])=[O:9]. The yield is 0.330. (5) The reactants are [F:1][C:2]1[CH:7]=[CH:6][C:5]([C:8]2[O:12][N:11]=[C:10]([C:13]([N:15]3[CH2:20][C@H](C=C)[NH:18][C:17](=[O:23])[C@@H:16]3[CH2:24][CH:25]([CH3:27])[CH3:26])=[O:14])[CH:9]=2)=[CH:4][CH:3]=1.OOS([O-])=O.[K+].[O-]S([O-])=O.[Na+].[Na+].CC[O:42][C:43]([CH3:45])=[O:44]. The catalyst is CN(C=O)C.O=[Os](=O)(=O)=O. The product is [F:1][C:2]1[CH:3]=[CH:4][C:5]([C:8]2[O:12][N:11]=[C:10]([C:13]([N:15]3[C@@H:16]([CH2:24][CH:25]([CH3:26])[CH3:27])[C:17](=[O:23])[NH:18][C@@H:45]([C:43]([OH:42])=[O:44])[CH2:20]3)=[O:14])[CH:9]=2)=[CH:6][CH:7]=1. The yield is 0.600. (6) The reactants are [CH3:1][O:2][C:3]1[C:4]([CH2:12][N:13]([CH3:15])[CH3:14])=[C:5]2[C:9](=[CH:10][CH:11]=1)[NH:8][CH:7]=[CH:6]2.CN(C=O)C.[Cl:21][C:22]1[CH:27]=[C:26]([Cl:28])[CH:25]=[CH:24][C:23]=1[S:29](Cl)(=[O:31])=[O:30]. No catalyst specified. The product is [Cl:21][C:22]1[CH:27]=[C:26]([Cl:28])[CH:25]=[CH:24][C:23]=1[S:29]([N:8]1[C:9]2[C:5](=[C:4]([CH2:12][N:13]([CH3:14])[CH3:15])[C:3]([O:2][CH3:1])=[CH:11][CH:10]=2)[CH:6]=[CH:7]1)(=[O:31])=[O:30]. The yield is 0.170. (7) The reactants are [O:1]=[C:2]1[CH2:16][C@@H:5]2[CH2:6][N:7]([C:9]([O:11][C:12]([CH3:15])([CH3:14])[CH3:13])=[O:10])[CH2:8][C@@H:4]2[CH2:3]1.[BH4-].[Na+]. The catalyst is C(O)C. The product is [OH:1][CH:2]1[CH2:16][C@@H:5]2[CH2:6][N:7]([C:9]([O:11][C:12]([CH3:14])([CH3:13])[CH3:15])=[O:10])[CH2:8][C@@H:4]2[CH2:3]1. The yield is 0.930.